Dataset: Full USPTO retrosynthesis dataset with 1.9M reactions from patents (1976-2016). Task: Predict the reactants needed to synthesize the given product. Given the product [CH:1]12[CH2:10][CH:5]3[CH2:6][CH:7]([CH2:9][CH:3]([CH2:4]3)[CH:2]1[NH:11][C:12]([N:14]1[CH2:19][CH2:18][C:17]3([C:28]4[C:23](=[CH:24][CH:25]=[CH:26][CH:27]=4)[CH2:22][N:21]([C:29](=[O:35])/[CH:30]=[CH:31]/[C:32]([OH:34])=[O:33])[CH2:20]3)[CH2:16][CH2:15]1)=[O:13])[CH2:8]2, predict the reactants needed to synthesize it. The reactants are: [CH:1]12[CH2:10][CH:5]3[CH2:6][CH:7]([CH2:9][CH:3]([CH2:4]3)[CH:2]1[NH:11][C:12]([N:14]1[CH2:19][CH2:18][C:17]3([C:28]4[C:23](=[CH:24][CH:25]=[CH:26][CH:27]=4)[CH2:22][NH:21][CH2:20]3)[CH2:16][CH2:15]1)=[O:13])[CH2:8]2.[C:29]1(=[O:35])[O:34][C:32](=[O:33])[CH:31]=[CH:30]1.